The task is: Predict the reaction yield, written as a fraction of the theoretical maximum amount of product (1.0 means a 100% yield; for example, 0.34 means a 34% yield).. This data is from Reaction yield outcomes from USPTO patents with 853,638 reactions. (1) The reactants are [CH:1]1([C:7]2[N:16]=[C:15](O)[C:14]3[C:9](=[CH:10][CH:11]=[CH:12][CH:13]=3)[N:8]=2)[CH2:6][CH2:5][CH2:4][CH2:3][CH2:2]1.P(Cl)(Cl)([Cl:20])=O.CN(C)C1C=CC=CC=1. No catalyst specified. The product is [CH:1]1([C:7]2[N:16]=[C:15]([Cl:20])[C:14]3[C:9](=[CH:10][CH:11]=[CH:12][CH:13]=3)[N:8]=2)[CH2:6][CH2:5][CH2:4][CH2:3][CH2:2]1. The yield is 1.00. (2) The reactants are [Cl-].[CH3:2][O:3][CH2:4][P+](C1C=CC=CC=1)(C1C=CC=CC=1)C1C=CC=CC=1.CC(C)([O-])C.[K+].[CH3:30][O:31][C:32]1[CH:33]=[C:34]([C:39]([C@@H:41]2[C@:50]3([CH3:51])[C@H:45]([C:46]([CH3:53])([CH3:52])[CH2:47][CH2:48][CH2:49]3)[CH2:44][C:43](=O)[C@@H:42]2[CH3:55])=[O:40])[CH:35]=[C:36]([CH3:38])[CH:37]=1. The catalyst is C1COCC1.CCOC(C)=O. The product is [CH3:2][O:3][CH:4]=[C:43]1[CH2:44][C@@H:45]2[C@:50]([CH3:51])([CH2:49][CH2:48][CH2:47][C:46]2([CH3:53])[CH3:52])[C@@H:41]([C:39]([C:34]2[CH:35]=[C:36]([CH3:38])[CH:37]=[C:32]([O:31][CH3:30])[CH:33]=2)=[O:40])[CH:42]1[CH3:55]. The yield is 0.970. (3) The reactants are [NH2:1][C:2]1[N:11]=[C:10]([N:12]2[CH2:17][CH2:16][N:15]([C:18](=[O:20])[CH3:19])[CH2:14][CH2:13]2)[C:9]2[C:4](=[CH:5][CH:6]=[C:7](Br)[CH:8]=2)[N:3]=1.[C:22]([NH:25][C:26]1[CH:31]=[CH:30][C:29](B(O)O)=[CH:28][CH:27]=1)(=[O:24])[CH3:23]. No catalyst specified. The product is [NH2:1][C:2]1[N:11]=[C:10]([N:12]2[CH2:17][CH2:16][N:15]([C:18](=[O:20])[CH3:19])[CH2:14][CH2:13]2)[C:9]2[C:4](=[CH:5][CH:6]=[C:7]([C:29]3[CH:30]=[CH:31][C:26]([NH:25][C:22](=[O:24])[CH3:23])=[CH:27][CH:28]=3)[CH:8]=2)[N:3]=1. The yield is 0.910. (4) The reactants are FC(F)(F)S(OS(C(F)(F)F)(=O)=O)(=O)=O.O[CH:17]([O:19][C:20](=[O:23])[CH:21]=[CH2:22])[CH3:18].[CH2:24](N(CC)CC)C.[CH2:31]([OH:34])[CH2:32][OH:33]. The product is [OH:33][CH2:32][CH2:31][O:34][CH2:22][C:21](=[CH2:24])[C:20]([O:19][CH2:17][CH3:18])=[O:23]. The yield is 0.500. The catalyst is ClCCl. (5) The reactants are [C:1]1([C:7]2[O:8][C:9]([CH2:15][CH2:16][CH3:17])=[C:10]([CH2:12][CH2:13][OH:14])[N:11]=2)[CH:6]=[CH:5][CH:4]=[CH:3][CH:2]=1.C(N(CC)CC)C.CS(Cl)(=O)=O.[NH4+].[Cl-].C([O-])([O-])=O.[Cs+].[Cs+].[CH2:38]([O:40][C:41](=[O:53])[C:42]([O:45][C:46]1[CH:51]=[CH:50][C:49](O)=[CH:48][CH:47]=1)([CH3:44])[CH3:43])[CH3:39]. The catalyst is C(Cl)Cl.CN(C=O)C. The product is [CH2:38]([O:40][C:41](=[O:53])[C:42]([CH3:44])([O:45][C:46]1[CH:51]=[CH:50][C:49]([O:14][CH2:13][CH2:12][C:10]2[N:11]=[C:7]([C:1]3[CH:2]=[CH:3][CH:4]=[CH:5][CH:6]=3)[O:8][C:9]=2[CH2:15][CH2:16][CH3:17])=[CH:48][CH:47]=1)[CH3:43])[CH3:39]. The yield is 0.460. (6) The reactants are [C:1]([C:5]1[CH:10]=[CH:9][C:8](/[CH:11]=[CH:12]/[C:13]([O:15][CH2:16][CH3:17])=[O:14])=[CH:7][CH:6]=1)([CH3:4])([CH3:3])[CH3:2].[N+](=[CH2:20])=[N-]. The catalyst is CCOCC.CC([O-])=O.CC([O-])=O.[Pd+2]. The product is [C:1]([C:5]1[CH:6]=[CH:7][C:8]([CH:11]2[CH2:20][CH:12]2[C:13]([O:15][CH2:16][CH3:17])=[O:14])=[CH:9][CH:10]=1)([CH3:4])([CH3:2])[CH3:3]. The yield is 0.840. (7) The reactants are [CH3:1][O:2][C:3]1[CH:4]=[C:5]([CH:9]=[CH:10][C:11]=1[O:12][CH3:13])[C:6]([OH:8])=O.S(Cl)(Cl)=O.C(OC([N:25]1[CH2:29][CH2:28][CH:27]([NH:30][CH2:31][C:32]([CH3:42])=[CH:33][C:34]2[CH:39]=[CH:38][C:37]([F:40])=[CH:36][C:35]=2[F:41])[CH2:26]1)=O)(C)(C)C. The catalyst is C(N(CC)CC)C. The product is [F:41][C:35]1[CH:36]=[C:37]([F:40])[CH:38]=[CH:39][C:34]=1[CH:33]=[C:32]([CH3:42])[CH2:31][N:30]([CH:27]1[CH2:28][CH2:29][NH:25][CH2:26]1)[C:6](=[O:8])[C:5]1[CH:9]=[CH:10][C:11]([O:12][CH3:13])=[C:3]([O:2][CH3:1])[CH:4]=1. The yield is 0.350.